This data is from Catalyst prediction with 721,799 reactions and 888 catalyst types from USPTO. The task is: Predict which catalyst facilitates the given reaction. (1) Reactant: [CH2:1]([N:8]1[C:13](=[O:14])[CH:12]=[C:11](I)[CH:10]=[N:9]1)[C:2]1[CH:7]=[CH:6][CH:5]=[CH:4][CH:3]=1.[F:16][C:17]1[CH:22]=[CH:21][C:20](B(O)O)=[CH:19][CH:18]=1.C(=O)([O-])[O-].[K+].[K+].C(OCC)(=O)C. Product: [CH2:1]([N:8]1[C:13](=[O:14])[CH:12]=[C:11]([C:20]2[CH:21]=[CH:22][C:17]([F:16])=[CH:18][CH:19]=2)[CH:10]=[N:9]1)[C:2]1[CH:7]=[CH:6][CH:5]=[CH:4][CH:3]=1. The catalyst class is: 70. (2) Reactant: [CH3:1][O:2][C:3]1[CH:4]=[C:5]([CH:9]2[S:14](=[O:16])(=[O:15])[CH2:13][CH2:12][NH:11][CH2:10]2)[CH:6]=[CH:7][CH:8]=1.[F:17][C:18]([F:23])([F:22])[C@@H:19]1[CH2:21][O:20]1. Product: [F:17][C:18]([F:23])([F:22])[C@@H:19]([OH:20])[CH2:21][N:11]1[CH2:12][CH2:13][S:14](=[O:16])(=[O:15])[CH:9]([C:5]2[CH:6]=[CH:7][CH:8]=[C:3]([O:2][CH3:1])[CH:4]=2)[CH2:10]1. The catalyst class is: 4. (3) Reactant: [F:1][C:2]([F:18])([F:17])[C:3]1[CH:8]=[CH:7][C:6]([C:9]2[CH:10]=[C:11]([CH:14]=[CH:15][CH:16]=2)[CH2:12]Cl)=[CH:5][CH:4]=1.[CH3:19][O:20][C:21](=[O:34])[CH2:22][C@@H:23]([C:27]1[CH:32]=[CH:31][C:30]([OH:33])=[CH:29][CH:28]=1)[C:24]#[C:25][CH3:26].C([O-])([O-])=O.[Cs+].[Cs+]. Product: [CH3:19][O:20][C:21](=[O:34])[CH2:22][C@@H:23]([C:27]1[CH:28]=[CH:29][C:30]([O:33][CH2:12][C:11]2[CH:10]=[C:9]([C:6]3[CH:7]=[CH:8][C:3]([C:2]([F:18])([F:17])[F:1])=[CH:4][CH:5]=3)[CH:16]=[CH:15][CH:14]=2)=[CH:31][CH:32]=1)[C:24]#[C:25][CH3:26]. The catalyst class is: 21. (4) Reactant: F[C:2]1[CH:20]=[CH:19][C:5]([C:6]([N:8]([CH2:14][C:15]([F:18])([F:17])[F:16])[CH2:9][C:10]([F:13])([F:12])[F:11])=[O:7])=[CH:4][C:3]=1[N+:21]([O-:23])=[O:22].[CH2:24]([NH2:30])[C:25]1[O:29][CH:28]=[CH:27][CH:26]=1.CCN(CC)CC. Product: [O:29]1[CH:28]=[CH:27][CH:26]=[C:25]1[CH2:24][NH:30][C:2]1[CH:20]=[CH:19][C:5]([C:6]([N:8]([CH2:9][C:10]([F:11])([F:12])[F:13])[CH2:14][C:15]([F:16])([F:17])[F:18])=[O:7])=[CH:4][C:3]=1[N+:21]([O-:23])=[O:22]. The catalyst class is: 14. (5) Reactant: [CH2:1]([O:3][C:4]([C:6]1(C(O)=O)[CH2:9][N:8]([C:10]([O:12][C:13]([CH3:16])([CH3:15])[CH3:14])=[O:11])[CH2:7]1)=[O:5])[CH3:2].C1(P(N=[N+]=[N-])(C2C=CC=CC=2)=[O:27])C=CC=CC=1.C([N:39]([CH2:42]C)CC)C.[CH2:44]([OH:51])[C:45]1[CH:50]=[CH:49][CH:48]=[CH:47][CH:46]=1. Product: [CH2:1]([O:3][C:4]([C:6]1([NH:39][C:42]([O:51][CH2:44][C:45]2[CH:50]=[CH:49][CH:48]=[CH:47][CH:46]=2)=[O:27])[CH2:7][N:8]([C:10]([O:12][C:13]([CH3:14])([CH3:15])[CH3:16])=[O:11])[CH2:9]1)=[O:5])[CH3:2]. The catalyst class is: 260.